From a dataset of Reaction yield outcomes from USPTO patents with 853,638 reactions. Predict the reaction yield, written as a fraction of the theoretical maximum amount of product (1.0 means a 100% yield; for example, 0.34 means a 34% yield). (1) The reactants are [O:1]1CCO[CH:2]1[C:6]1[C:11]([O:12][CH2:13][C:14]2[C:15]([C:20]3[N:21]([CH:25]([CH3:27])[CH3:26])[N:22]=[CH:23][N:24]=3)=[N:16][CH:17]=[CH:18][CH:19]=2)=[CH:10][N:9]=[C:8]([O:28][CH3:29])[CH:7]=1.Cl. No catalyst specified. The product is [CH:25]([N:21]1[C:20]([C:15]2[C:14]([CH2:13][O:12][C:11]3[C:6]([CH:2]=[O:1])=[CH:7][C:8]([O:28][CH3:29])=[N:9][CH:10]=3)=[CH:19][CH:18]=[CH:17][N:16]=2)=[N:24][CH:23]=[N:22]1)([CH3:27])[CH3:26]. The yield is 0.990. (2) The reactants are Cl.[N:2]1[CH:7]=[CH:6][CH:5]=[CH:4][C:3]=1[C:8]1[CH2:9][CH2:10][NH:11][CH2:12][CH:13]=1.C=O.[CH3:16][O:17][C:18]1[CH:19]=[C:20]([CH:24]=[C:25]([O:27][CH3:28])[CH:26]=1)[C:21]([NH2:23])=[O:22].[C:29](=O)([O-])[O-].[K+].[K+]. The catalyst is C(O)C. The product is [N:2]1[CH:7]=[CH:6][CH:5]=[CH:4][C:3]=1[C:8]1[CH2:9][CH2:10][N:11]([CH2:29][NH:23][C:21](=[O:22])[C:20]2[CH:24]=[C:25]([O:27][CH3:28])[CH:26]=[C:18]([O:17][CH3:16])[CH:19]=2)[CH2:12][CH:13]=1. The yield is 0.550. (3) The reactants are [NH2:1][C@@H:2]([C:6]([OH:8])=[O:7])[C@@H:3]([CH3:5])[OH:4].C([O-])([O-])=O.[K+].[K+].[Cl:15][C:16]1[CH:23]=[C:22](F)[CH:21]=[CH:20][C:17]=1[C:18]#[N:19]. The catalyst is CS(C)=O. The product is [Cl:15][C:16]1[CH:23]=[C:22]([NH:1][C@H:2]([C@H:3]([OH:4])[CH3:5])[C:6]([OH:8])=[O:7])[CH:21]=[CH:20][C:17]=1[C:18]#[N:19]. The yield is 1.00. (4) The yield is 0.980. The product is [CH2:1]([O:3][C:4]([C:6]1[C:7](=[O:18])[N:8]([CH2:22][CH2:23][CH:24]([CH3:26])[CH3:25])[N:9]=[C:10]([C:13]2[S:14][CH:15]=[CH:16][CH:17]=2)[C:11]=1[OH:12])=[O:5])[CH3:2]. The reactants are [CH2:1]([O:3][C:4]([C:6]1[C:7](=[O:18])[NH:8][N:9]=[C:10]([C:13]2[S:14][CH:15]=[CH:16][CH:17]=2)[C:11]=1[OH:12])=[O:5])[CH3:2].[H-].[Na+].Br[CH2:22][CH2:23][CH:24]([CH3:26])[CH3:25]. The catalyst is CN(C=O)C.Cl. (5) The reactants are [Cl:1][C:2]1[N:3]=[CH:4][C:5]2[NH:10][CH:9]=[CH:8][C:6]=2[N:7]=1.[I:11]N1C(=O)CCC1=O. The catalyst is CN(C=O)C. The product is [Cl:1][C:2]1[N:3]=[CH:4][C:5]2[NH:10][CH:9]=[C:8]([I:11])[C:6]=2[N:7]=1. The yield is 0.670. (6) The reactants are [CH2:1]1[C:5]2([O:10][CH2:9][CH2:8][CH2:7][O:6]2)[CH2:4][C@@H:3]([C:11]2[NH:12][CH:13]=[C:14]([C:16]3[CH:21]=[CH:20][C:19]([C:22]4[CH:27]=[CH:26][C:25]([C:28]5[N:29]=[C:30]([C@@H:33]6[CH2:37][CH2:36][CH2:35][N:34]6[C:38]([C@@H:40]([NH:44][C:45](=[O:48])[O:46][CH3:47])[CH:41]([CH3:43])[CH3:42])=[O:39])[NH:31][CH:32]=5)=[CH:24][CH:23]=4)=[CH:18][CH:17]=3)[N:15]=2)[NH:2]1.[CH3:49][O:50][C:51]([NH:53][C@H:54]([C:58](O)=[O:59])[CH:55]([CH3:57])[CH3:56])=[O:52].CN(C(ON1N=NC2C=CC=NC1=2)=[N+](C)C)C.F[P-](F)(F)(F)(F)F. No catalyst specified. The product is [CH3:42][CH:41]([CH3:43])[C@H:40]([NH:44][C:45](=[O:48])[O:46][CH3:47])[C:38]([N:34]1[CH2:35][CH2:36][CH2:37][C@H:33]1[C:30]1[NH:31][CH:32]=[C:28]([C:25]2[CH:26]=[CH:27][C:22]([C:19]3[CH:18]=[CH:17][C:16]([C:14]4[N:15]=[C:11]([C@@H:3]5[CH2:4][C:5]6([O:10][CH2:9][CH2:8][CH2:7][O:6]6)[CH2:1][N:2]5[C:58](=[O:59])[C@@H:54]([NH:53][C:51]([O:50][CH3:49])=[O:52])[CH:55]([CH3:57])[CH3:56])[NH:12][CH:13]=4)=[CH:21][CH:20]=3)=[CH:23][CH:24]=2)[N:29]=1)=[O:39]. The yield is 0.530. (7) The reactants are [Br:1][C:2]1[CH:3]=[C:4]([N:8]2[C:16]3[C:11](=[CH:12][C:13]([CH2:17]Cl)=[CH:14][CH:15]=3)[C:10]([C:19]([O:21][CH3:22])=[O:20])=[N:9]2)[CH:5]=[CH:6][CH:7]=1.[NH:23]1[CH2:27][CH2:26][CH2:25][CH2:24]1.ClCCl. No catalyst specified. The product is [Br:1][C:2]1[CH:3]=[C:4]([N:8]2[C:16]3[C:11](=[CH:12][C:13]([CH2:17][N:23]4[CH2:27][CH2:26][CH2:25][CH2:24]4)=[CH:14][CH:15]=3)[C:10]([C:19]([O:21][CH3:22])=[O:20])=[N:9]2)[CH:5]=[CH:6][CH:7]=1. The yield is 0.780. (8) The reactants are [F:1][C:2]1[CH:7]=[CH:6][C:5]([C:8]2[N:9]=[C:10]([NH:23][C:24](=[O:35])[C:25]3[CH:30]=[CH:29][C:28]([O:31]C)=[C:27]([O:33]C)[CH:26]=3)[S:11][C:12]=2[CH2:13][C:14]2[CH:19]=[CH:18][C:17]([N+:20]([O-:22])=[O:21])=[CH:16][CH:15]=2)=[CH:4][CH:3]=1.B(Br)(Br)Br. No catalyst specified. The product is [F:1][C:2]1[CH:7]=[CH:6][C:5]([C:8]2[N:9]=[C:10]([NH:23][C:24](=[O:35])[C:25]3[CH:30]=[CH:29][C:28]([OH:31])=[C:27]([OH:33])[CH:26]=3)[S:11][C:12]=2[CH2:13][C:14]2[CH:15]=[CH:16][C:17]([N+:20]([O-:22])=[O:21])=[CH:18][CH:19]=2)=[CH:4][CH:3]=1. The yield is 0.633. (9) The reactants are [CH2:1]1COC23OCCOC2([C@]2(CC[C@H]4[C@@H]([C@H](CO)CC5[C@]4(C)CCCC5)[C@@H]2C3)C)[O:2]1.C=[C:31]1[CH:48]2[C@:43]([CH3:50])([CH2:44][CH2:45][C:46](=[O:49])[CH2:47]2)[C@@H:42]2[C@H:33]([C@H:34]3[C@@:38]([CH2:40][CH2:41]2)([CH3:39])[C:37](=[O:51])[CH2:36][CH2:35]3)[CH2:32]1. No catalyst specified. The product is [OH:2][CH2:1][C@@H:32]1[CH2:31][CH:48]2[C@:43]([CH3:50])([CH2:44][CH2:45][C:46](=[O:49])[CH2:47]2)[C@@H:42]2[C@@H:33]1[C@H:34]1[C@@:38]([CH2:40][CH2:41]2)([CH3:39])[C:37](=[O:51])[CH2:36][CH2:35]1. The yield is 0.850. (10) The reactants are [CH:1]12[CH2:10][CH:5]3[CH2:6][CH:7]([CH2:9][CH:3]([CH2:4]3)[CH:2]1[NH:11][C:12](=[O:20])[C:13]1[CH:18]=[CH:17][CH:16]=[C:15](Br)[N:14]=1)[CH2:8]2.[N:21]1([C:27]([O:29][C:30]([CH3:33])([CH3:32])[CH3:31])=[O:28])[CH2:26][CH2:25][NH:24][CH2:23][CH2:22]1.CC(C)([O-])C.[Na+]. The catalyst is C1(C)C=CC=CC=1.C1C=CC(/C=C/C(/C=C/C2C=CC=CC=2)=O)=CC=1.C1C=CC(/C=C/C(/C=C/C2C=CC=CC=2)=O)=CC=1.C1C=CC(/C=C/C(/C=C/C2C=CC=CC=2)=O)=CC=1.[Pd].[Pd].CC1(C)C2C(=C(P(C3C=CC=CC=3)C3C=CC=CC=3)C=CC=2)OC2C(P(C3C=CC=CC=3)C3C=CC=CC=3)=CC=CC1=2. The product is [CH:1]12[CH2:10][CH:5]3[CH2:6][CH:7]([CH2:9][CH:3]([CH2:4]3)[CH:2]1[NH:11][C:12]([C:13]1[N:14]=[C:15]([N:24]3[CH2:23][CH2:22][N:21]([C:27]([O:29][C:30]([CH3:33])([CH3:32])[CH3:31])=[O:28])[CH2:26][CH2:25]3)[CH:16]=[CH:17][CH:18]=1)=[O:20])[CH2:8]2. The yield is 0.830.